Dataset: Catalyst prediction with 721,799 reactions and 888 catalyst types from USPTO. Task: Predict which catalyst facilitates the given reaction. (1) Reactant: [CH3:1][N:2]([C:6]1[CH:11]=[CH:10][CH:9]=[CH:8][CH:7]=1)[CH2:3][CH2:4]O.O=S(Cl)[Cl:14]. Product: [Cl:14][CH2:4][CH2:3][N:2]([CH3:1])[C:6]1[CH:11]=[CH:10][CH:9]=[CH:8][CH:7]=1. The catalyst class is: 2. (2) Reactant: C(O)COCCOCCO.[FH:11].[F-].[K+].[C:14]([O:18][CH2:19][CH:20]1[CH2:22][O:21]1)([CH3:17])([CH3:16])[CH3:15].O. Product: [C:14]([O:18][CH2:19][CH:20]([OH:21])[CH2:22][F:11])([CH3:17])([CH3:16])[CH3:15]. The catalyst class is: 310.